From a dataset of TCR-epitope binding with 47,182 pairs between 192 epitopes and 23,139 TCRs. Binary Classification. Given a T-cell receptor sequence (or CDR3 region) and an epitope sequence, predict whether binding occurs between them. (1) The epitope is GILGFVFTL. The TCR CDR3 sequence is CANSLRAGETQYF. Result: 1 (the TCR binds to the epitope). (2) The TCR CDR3 sequence is CASSRQDADEQYF. Result: 0 (the TCR does not bind to the epitope). The epitope is FQPTNGVGY. (3) The epitope is RLRPGGKKK. The TCR CDR3 sequence is CASSWWSSGGPNTGELFF. Result: 0 (the TCR does not bind to the epitope).